This data is from Forward reaction prediction with 1.9M reactions from USPTO patents (1976-2016). The task is: Predict the product of the given reaction. (1) Given the reactants Cl.[NH2:2][C:3]([CH3:11])([CH3:10])[CH2:4][C:5]([O:7][CH2:8][CH3:9])=[O:6].C(N(CC)CC)C.Cl[C:20](=[O:27])[CH2:21][C:22]([O:24][CH2:25][CH3:26])=[O:23], predict the reaction product. The product is: [CH2:25]([O:24][C:22](=[O:23])[CH2:21][C:20]([NH:2][C:3]([CH3:11])([CH3:10])[CH2:4][C:5]([O:7][CH2:8][CH3:9])=[O:6])=[O:27])[CH3:26]. (2) Given the reactants B.C(N)(C)(C)C.[Cl-].[Cl-].[Cl-].[Al+3].O=[C:12]1[CH2:18][CH2:17][N:16]([C:19]([O:21][CH2:22][CH3:23])=[O:20])[CH2:15][C:14]2[S:24][CH:25]=[CH:26][C:13]1=2, predict the reaction product. The product is: [S:24]1[C:14]2[CH2:15][N:16]([C:19]([O:21][CH2:22][CH3:23])=[O:20])[CH2:17][CH2:18][CH2:12][C:13]=2[CH:26]=[CH:25]1. (3) Given the reactants CO[CH:3]1[N:7]([C:8]([O:10][CH3:11])=[O:9])[C@H:6]([C:12]([O:14][CH3:15])=[O:13])[CH2:5][CH2:4]1.[CH3:16][Si:17]([C:20]#[C:21][Si](C)(C)C)([CH3:19])[CH3:18].[Sn](Cl)(Cl)(Cl)Cl.[Cl-].[Al+3].[Cl-].[Cl-].C(=O)(O)[O-].[Na+].Cl, predict the reaction product. The product is: [CH3:16][Si:17]([C:20]#[C:21][C@H:3]1[N:7]([C:8]([O-:10])=[O:9])[C@H:6]([C:12]([O-:14])=[O:13])[CH2:5][CH2:4]1)([CH3:19])[CH3:18].[CH3:16][Si:17]([C:20]#[C:21][C@@H:3]1[N:7]([C:8]([O:10][CH3:11])=[O:9])[C@H:6]([C:12]([O:14][CH3:15])=[O:13])[CH2:5][CH2:4]1)([CH3:19])[CH3:18]. (4) Given the reactants [F:1][C:2]1[CH:3]=[C:4]([C@@H:9]2[CH2:13][N:12]([CH2:14][CH2:15][O:16][CH3:17])[CH2:11][C@H:10]2[NH:18][C:19](=[O:37])[NH:20][C:21]2[N:25]([CH3:26])[N:24]=[C:23]([C:27]3[CH:36]=[CH:35][C:30]([C:31]([O:33]C)=[O:32])=[CH:29][CH:28]=3)[CH:22]=2)[CH:5]=[CH:6][C:7]=1[F:8].C1COCC1.CO.[Li+].[OH-], predict the reaction product. The product is: [F:1][C:2]1[CH:3]=[C:4]([C@@H:9]2[CH2:13][N:12]([CH2:14][CH2:15][O:16][CH3:17])[CH2:11][C@H:10]2[NH:18][C:19](=[O:37])[NH:20][C:21]2[N:25]([CH3:26])[N:24]=[C:23]([C:27]3[CH:28]=[CH:29][C:30]([C:31]([OH:33])=[O:32])=[CH:35][CH:36]=3)[CH:22]=2)[CH:5]=[CH:6][C:7]=1[F:8]. (5) Given the reactants [N:1]1[CH:6]=[CH:5][CH:4]=[CH:3][C:2]=1[C:7]1([C:10](O)=[O:11])[CH2:9][CH2:8]1.C(N(CC)CC)C.ClC(OCC)=O.[BH4-].[Na+], predict the reaction product. The product is: [N:1]1[CH:6]=[CH:5][CH:4]=[CH:3][C:2]=1[C:7]1([CH2:10][OH:11])[CH2:8][CH2:9]1. (6) Given the reactants [CH3:1][C:2]1[CH:39]=[C:38]([CH3:40])[CH:37]=[CH:36][C:3]=1[O:4][CH2:5][C@H:6]([OH:35])[CH2:7][NH:8][C:9]1[CH:14]=[CH:13][NH:12][C:11](=[O:15])[C:10]=1[C:16]1[NH:27][C:26]2[C:18](=[CH:19][C:20]3[CH2:21][N:22]([CH:29]4[CH2:34][CH2:33][NH:32][CH2:31][CH2:30]4)[C:23](=[O:28])[C:24]=3[CH:25]=2)[N:17]=1.[CH:41]([S:43]([CH3:46])(=[O:45])=[O:44])=[CH2:42].CCO, predict the reaction product. The product is: [CH3:1][C:2]1[CH:39]=[C:38]([CH3:40])[CH:37]=[CH:36][C:3]=1[O:4][CH2:5][C@H:6]([OH:35])[CH2:7][NH:8][C:9]1[CH:14]=[CH:13][NH:12][C:11](=[O:15])[C:10]=1[C:16]1[NH:27][C:26]2[C:18](=[CH:19][C:20]3[CH2:21][N:22]([CH:29]4[CH2:30][CH2:31][N:32]([CH2:42][CH2:41][S:43]([CH3:46])(=[O:45])=[O:44])[CH2:33][CH2:34]4)[C:23](=[O:28])[C:24]=3[CH:25]=2)[N:17]=1. (7) Given the reactants C[O:2][C:3](=[O:21])[C:4]1[CH:9]=[C:8]([C:10](=[O:12])[CH3:11])[CH:7]=[CH:6][C:5]=1[O:13][CH2:14][C:15]1[CH:20]=[CH:19][CH:18]=[CH:17][CH:16]=1.[OH-].[Na+], predict the reaction product. The product is: [C:10]([C:8]1[CH:7]=[CH:6][C:5]([O:13][CH2:14][C:15]2[CH:20]=[CH:19][CH:18]=[CH:17][CH:16]=2)=[C:4]([CH:9]=1)[C:3]([OH:21])=[O:2])(=[O:12])[CH3:11]. (8) The product is: [Cl:1][C:2]1[CH:8]=[CH:7][C:6]([S:9]([N:12]2[C:21]3[C:16](=[CH:17][C:18]([CH3:22])=[CH:19][CH:20]=3)[CH2:15][CH2:14][CH2:13]2)(=[O:11])=[O:10])=[CH:5][C:3]=1[N:4]1[C:28](=[O:29])[C:27]2[C:26](=[CH:35][CH:34]=[CH:33][CH:32]=2)[NH:23][C:24]1=[O:25]. Given the reactants [Cl:1][C:2]1[CH:8]=[CH:7][C:6]([S:9]([N:12]2[C:21]3[C:16](=[CH:17][C:18]([CH3:22])=[CH:19][CH:20]=3)[CH2:15][CH2:14][CH2:13]2)(=[O:11])=[O:10])=[CH:5][C:3]=1[NH2:4].[N:23]([C:26]1[CH:35]=[CH:34][CH:33]=[CH:32][C:27]=1[C:28](OC)=[O:29])=[C:24]=[O:25].C(O)C(N)(CO)CO, predict the reaction product. (9) Given the reactants [C:1]([O:5][CH2:6][CH2:7][N:8]1[CH2:13][CH2:12][CH:11]([O:14][C:15]2[CH:24]=[C:23]([O:25][CH2:26][CH2:27][CH2:28][N:29]3[CH2:34][CH2:33][N:32]([CH3:35])[CH2:31][CH2:30]3)[CH:22]=[C:21]3[C:16]=2[C:17]([NH:36][C:37]2[CH:41]=[C:40]([CH2:42][C:43]([OH:45])=O)[NH:39][N:38]=2)=[N:18][CH:19]=[N:20]3)[CH2:10][CH2:9]1)([CH3:4])([CH3:3])[CH3:2].[F:46][C:47]1[CH:48]=[C:49]([CH:51]=[CH:52][CH:53]=1)[NH2:50].Cl.CN(C)CCCN=C=NCC.OC1C=CC=C[N+]=1[O-], predict the reaction product. The product is: [NH3:8].[C:1]([O:5][CH2:6][CH2:7][N:8]1[CH2:9][CH2:10][CH:11]([O:14][C:15]2[CH:24]=[C:23]([O:25][CH2:26][CH2:27][CH2:28][N:29]3[CH2:34][CH2:33][N:32]([CH3:35])[CH2:31][CH2:30]3)[CH:22]=[C:21]3[C:16]=2[C:17]([NH:36][C:37]2[CH:41]=[C:40]([CH2:42][C:43]([NH:50][C:49]4[CH:51]=[CH:52][CH:53]=[C:47]([F:46])[CH:48]=4)=[O:45])[NH:39][N:38]=2)=[N:18][CH:19]=[N:20]3)[CH2:12][CH2:13]1)([CH3:2])([CH3:3])[CH3:4]. (10) Given the reactants C([O:5][C:6](=[O:53])[C:7]([O:10]/[N:11]=[C:12](/[C:40]1[N:41]=[C:42]([NH:45]C(OC(C)(C)C)=O)[S:43][CH:44]=1)\[C:13]([NH:15][C@@H:16]1[C:19](=[O:20])[N:18]([S:21]([OH:24])(=[O:23])=[O:22])[C@@H:17]1[CH2:25][N:26]1[C:30]([CH2:31][NH:32]C(OC(C)(C)C)=O)=[N:29][N:28]=[N:27]1)=[O:14])([CH3:9])[CH3:8])(C)(C)C.C(O)(C(F)(F)F)=O, predict the reaction product. The product is: [NH2:32][CH2:31][C:30]1[N:26]([CH2:25][C@@H:17]2[C@H:16]([NH:15][C:13](=[O:14])/[C:12](=[N:11]\[O:10][C:7]([CH3:9])([CH3:8])[C:6]([OH:53])=[O:5])/[C:40]3[N:41]=[C:42]([NH2:45])[S:43][CH:44]=3)[C:19](=[O:20])[N:18]2[S:21]([OH:24])(=[O:23])=[O:22])[N:27]=[N:28][N:29]=1.